The task is: Predict the product of the given reaction.. This data is from Forward reaction prediction with 1.9M reactions from USPTO patents (1976-2016). (1) Given the reactants [F:1][C:2]1[CH:7]=[CH:6][C:5]([N+:8]([O-])=O)=[CH:4][C:3]=1[C:11]1[CH:12]=[N:13][CH:14]=[CH:15][CH:16]=1.[H][H], predict the reaction product. The product is: [F:1][C:2]1[CH:7]=[CH:6][C:5]([NH2:8])=[CH:4][C:3]=1[C:11]1[CH:12]=[N:13][CH:14]=[CH:15][CH:16]=1. (2) The product is: [Br:25][C:26]1[CH:32]=[CH:31][C:29]([NH:30][C:9](=[O:11])[CH:8]([N:5]2[C:6](=[O:7])[C:2]([CH3:1])([CH3:14])[NH:3][C:4]2=[O:13])[CH3:12])=[CH:28][CH:27]=1. Given the reactants [CH3:1][C:2]1([CH3:14])[C:6](=[O:7])[N:5]([CH:8]([CH3:12])[C:9]([OH:11])=O)[C:4](=[O:13])[NH:3]1.C(Cl)Cl.CCN(CC)CC.[Br:25][C:26]1[CH:32]=[CH:31][C:29]([NH2:30])=[CH:28][CH:27]=1, predict the reaction product. (3) Given the reactants ClCCl.[NH2:4][CH2:5][C:6]1([CH2:10][NH2:11])[CH2:9][O:8][CH2:7]1.[C:12]1([C:18](Cl)([C:25]2[CH:30]=[CH:29][CH:28]=[CH:27][CH:26]=2)[C:19]2[CH:24]=[CH:23][CH:22]=[CH:21][CH:20]=2)[CH:17]=[CH:16][CH:15]=[CH:14][CH:13]=1.C(=O)(O)[O-].[Na+], predict the reaction product. The product is: [NH2:4][CH2:5][C:6]1([CH2:10][NH:11][C:18]([C:12]2[CH:17]=[CH:16][CH:15]=[CH:14][CH:13]=2)([C:25]2[CH:26]=[CH:27][CH:28]=[CH:29][CH:30]=2)[C:19]2[CH:20]=[CH:21][CH:22]=[CH:23][CH:24]=2)[CH2:9][O:8][CH2:7]1. (4) Given the reactants [OH-].[Na+].Cl.Cl.N[CH:6]1[CH:11]2[CH2:12][CH2:13][N:8]([CH2:9][CH2:10]2)[CH2:7]1.[NH2:14][C:15]([NH2:17])=[O:16].NC1C2CCN(CC2)C1, predict the reaction product. The product is: [N:8]12[CH2:13][CH2:12][CH:11]([CH2:10][CH2:9]1)[CH2:6][CH:7]2[NH:14][C:15](=[O:16])[NH2:17]. (5) Given the reactants [NH2:1][C:2]1[CH:7]=[N:6][C:5](Br)=[C:4](Cl)[N:3]=1.CC(C1C=C(C(C)C)C(C2C=CC=CC=2P(C2CCCCC2)C2CCCCC2)=C(C(C)C)C=1)C.[O:44]1[CH2:49]COC[CH2:45]1, predict the reaction product. The product is: [NH2:1][C:2]1[N:3]=[C:4]2[CH2:45][O:44][CH2:49][C:5]2=[N:6][CH:7]=1. (6) Given the reactants C(O[BH-](OC(=O)C)OC(=O)C)(=O)C.[Na+].[Cl:15][C:16]1[C:21]([CH2:22][CH:23]=O)=[CH:20][CH:19]=[C:18]([Cl:25])[N:17]=1.[NH2:26][CH:27]1[CH2:32][CH2:31][N:30]([C:33]([O:35][C:36]([CH3:39])([CH3:38])[CH3:37])=[O:34])[CH2:29][CH2:28]1.C(=O)(O)[O-].[Na+], predict the reaction product. The product is: [Cl:15][C:16]1[C:21]([CH2:22][CH2:23][NH:26][CH:27]2[CH2:28][CH2:29][N:30]([C:33]([O:35][C:36]([CH3:39])([CH3:38])[CH3:37])=[O:34])[CH2:31][CH2:32]2)=[CH:20][CH:19]=[C:18]([Cl:25])[N:17]=1. (7) Given the reactants Br[C:2]1[C:7]([Cl:8])=[CH:6][CH:5]=[CH:4][C:3]=1[Cl:9].C(N(CC)CC)C.[CH3:17][Si:18]([C:21]#[CH:22])([CH3:20])[CH3:19], predict the reaction product. The product is: [Cl:9][C:3]1[CH:4]=[CH:5][CH:6]=[C:7]([Cl:8])[C:2]=1[C:22]#[C:21][Si:18]([CH3:20])([CH3:19])[CH3:17].